From a dataset of Catalyst prediction with 721,799 reactions and 888 catalyst types from USPTO. Predict which catalyst facilitates the given reaction. (1) Reactant: [N:1]12[CH2:8][CH2:7][CH:4]([CH2:5][CH2:6]1)[C@@H:3]([O:9][C:10](=[O:25])[C:11]([OH:24])([C:18]1[CH:23]=[CH:22][CH:21]=[CH:20][CH:19]=1)[C:12]1[CH:17]=[CH:16][CH:15]=[CH:14][CH:13]=1)[CH2:2]2.[C:26]([O:30][C:31](=[O:34])[CH2:32][Br:33])([CH3:29])([CH3:28])[CH3:27]. Product: [Br-:33].[C:26]([O:30][C:31]([CH2:32][N+:1]12[CH2:6][CH2:5][CH:4]([CH2:7][CH2:8]1)[C@@H:3]([O:9][C:10](=[O:25])[C:11]([OH:24])([C:12]1[CH:17]=[CH:16][CH:15]=[CH:14][CH:13]=1)[C:18]1[CH:23]=[CH:22][CH:21]=[CH:20][CH:19]=1)[CH2:2]2)=[O:34])([CH3:29])([CH3:28])[CH3:27]. The catalyst class is: 22. (2) Reactant: [S:1]1[CH:5]=[CH:4][CH:3]=[C:2]1[C:6]1[CH:10]=[C:9]([CH2:11][CH2:12][CH:13]=O)[O:8][N:7]=1.[CH3:15][O:16][C:17]1[CH:22]=[CH:21][CH:20]=[CH:19][C:18]=1[N:23]1[CH2:28][CH2:27][NH:26][CH2:25][CH2:24]1.[BH-](OC(C)=O)(OC(C)=O)OC(C)=O.[Na+]. Product: [CH3:15][O:16][C:17]1[CH:22]=[CH:21][CH:20]=[CH:19][C:18]=1[N:23]1[CH2:28][CH2:27][N:26]([CH2:13][CH2:12][CH2:11][C:9]2[O:8][N:7]=[C:6]([C:2]3[S:1][CH:5]=[CH:4][CH:3]=3)[CH:10]=2)[CH2:25][CH2:24]1. The catalyst class is: 2. (3) Reactant: Br[C:2]1[CH:7]=[CH:6][N:5]2[N:8]=[C:9]([NH:11][C:12]([NH:14][CH2:15][CH3:16])=[O:13])[N:10]=[C:4]2[CH:3]=1.[C:17]([O-:20])([O-])=O.[Na+].[Na+].CO[C:25]1[CH:26]=[N:27][CH:28]=[C:29](B(O)O)[CH:30]=1. Product: [CH2:15]([NH:14][C:12]([NH:11][C:9]1[N:10]=[C:4]2[CH:3]=[C:2]([C:25]3[CH:26]=[N:27][C:28]([O:20][CH3:17])=[CH:29][CH:30]=3)[CH:7]=[CH:6][N:5]2[N:8]=1)=[O:13])[CH3:16]. The catalyst class is: 75.